This data is from Peptide-MHC class II binding affinity with 134,281 pairs from IEDB. The task is: Regression. Given a peptide amino acid sequence and an MHC pseudo amino acid sequence, predict their binding affinity value. This is MHC class II binding data. (1) The peptide sequence is GEIGAIALDFKPGTS. The MHC is DRB1_0404 with pseudo-sequence DRB1_0404. The binding affinity (normalized) is 0. (2) The peptide sequence is ILMTATPPGTSDEFP. The MHC is DRB4_0103 with pseudo-sequence DRB4_0103. The binding affinity (normalized) is 0.433. (3) The binding affinity (normalized) is 0.286. The MHC is DRB1_1201 with pseudo-sequence DRB1_1201. The peptide sequence is QFKPEEITGIMKDFD. (4) The peptide sequence is EKKYFAATQFEPHAA. The MHC is HLA-DPA10201-DPB11401 with pseudo-sequence HLA-DPA10201-DPB11401. The binding affinity (normalized) is 0.269. (5) The peptide sequence is PQHMLMRVAVGIHQW. The MHC is DRB1_0101 with pseudo-sequence DRB1_0101. The binding affinity (normalized) is 0.622. (6) The peptide sequence is DINASFRAAMATTAN. The MHC is HLA-DPA10201-DPB10501 with pseudo-sequence HLA-DPA10201-DPB10501. The binding affinity (normalized) is 0.